Predict which catalyst facilitates the given reaction. From a dataset of Catalyst prediction with 721,799 reactions and 888 catalyst types from USPTO. (1) Reactant: [CH2:1]([NH:8][C:9]1[C:18]2[CH:17]=[N:16][CH:15]=[N:14][C:13]=2[N:12]([O:19][CH2:20][C:21]2[CH:26]=[CH:25][CH:24]=[CH:23][CH:22]=2)[C:11](=[O:27])[C:10]=1C(OCC)=O)[C:2]1[CH:7]=[CH:6][CH:5]=[CH:4][CH:3]=1.[OH-].[Na+]. Product: [CH2:1]([NH:8][C:9]1[C:18]2[CH:17]=[N:16][CH:15]=[N:14][C:13]=2[N:12]([O:19][CH2:20][C:21]2[CH:22]=[CH:23][CH:24]=[CH:25][CH:26]=2)[C:11](=[O:27])[CH:10]=1)[C:2]1[CH:7]=[CH:6][CH:5]=[CH:4][CH:3]=1. The catalyst class is: 5. (2) The catalyst class is: 30. Reactant: [O:1]1[CH:5]=[CH:4][CH:3]=[C:2]1[C:6]1[N:11]=[C:10]2[NH:12][N:13]=[CH:14][C:9]2=[CH:8][C:7]=1[C:15]1[CH:20]=[CH:19][N:18]=[C:17](S(C)(=O)=O)[N:16]=1.[CH:25]1([OH:31])[CH2:30][CH2:29][CH2:28][CH2:27][CH2:26]1.[H-].[Na+].Cl. Product: [CH:25]1([O:31][C:17]2[N:16]=[C:15]([C:7]3[CH:8]=[C:9]4[CH:14]=[N:13][NH:12][C:10]4=[N:11][C:6]=3[C:2]3[O:1][CH:5]=[CH:4][CH:3]=3)[CH:20]=[CH:19][N:18]=2)[CH2:30][CH2:29][CH2:28][CH2:27][CH2:26]1. (3) Reactant: [OH:1][C:2]1[C:11]2[C:6](=[CH:7][CH:8]=[CH:9][CH:10]=2)[N:5]([NH:12][CH2:13][CH:14]([CH3:16])[CH3:15])[C:4](=[O:17])[C:3]=1[C:18]1[NH:23][C:22]2[CH:24]=[CH:25][C:26]([OH:28])=[CH:27][C:21]=2[S:20](=[O:30])(=[O:29])[N:19]=1.C(=O)([O-])[O-].[Cs+].[Cs+].Br[C:38]1[CH:43]=[CH:42][C:41]([Br:44])=[CH:40][N:39]=1. Product: [Br:44][C:41]1[CH:42]=[CH:43][C:38]([O:28][C:26]2[CH:25]=[CH:24][C:22]3[NH:23][C:18]([C:3]4[C:4](=[O:17])[N:5]([NH:12][CH2:13][CH:14]([CH3:15])[CH3:16])[C:6]5[C:11]([C:2]=4[OH:1])=[CH:10][CH:9]=[CH:8][CH:7]=5)=[N:19][S:20](=[O:29])(=[O:30])[C:21]=3[CH:27]=2)=[N:39][CH:40]=1. The catalyst class is: 16. (4) Reactant: S(=O)(=O)(O)O.C1(N[NH:13][C:14]2[CH2:19][CH2:18][NH:17][C:16](=[O:20])[CH:15]=2)C=CC=CC=1.[C:21](O)(=O)[CH3:22].[OH-].[Na+]. Product: [C:16]1(=[O:20])[C:15]2[C:22]3[CH:21]=[CH:16][CH:15]=[CH:14][C:19]=3[NH:13][C:14]=2[CH2:19][CH2:18][NH:17]1. The catalyst class is: 13. (5) Product: [F:23][C:12]1[CH:13]=[N:14][C:15]2[C:20]([C:11]=1[C@@H:9]([OH:10])[CH2:8][N:5]1[CH2:6][CH2:7][C@@H:3]([CH2:2][NH:1][CH2:35][C:33]3[CH:32]=[CH:31][C:28]4[S:29][CH2:30][C:25](=[O:24])[NH:26][C:27]=4[N:34]=3)[CH2:4]1)=[N:19][C:18]([O:21][CH3:22])=[CH:17][CH:16]=2. The catalyst class is: 497. Reactant: [NH2:1][CH2:2][C@@H:3]1[CH2:7][CH2:6][N:5]([CH2:8][C@@H:9]([C:11]2[C:20]3[C:15](=[CH:16][CH:17]=[C:18]([O:21][CH3:22])[N:19]=3)[N:14]=[CH:13][C:12]=2[F:23])[OH:10])[CH2:4]1.[O:24]=[C:25]1[CH2:30][S:29][C:28]2[CH:31]=[CH:32][C:33]([CH:35]=O)=[N:34][C:27]=2[NH:26]1.[O-]S([O-])(=O)=O.[Na+].[Na+].[BH4-].[Na+]. (6) Reactant: Br[C:2]1[CH:11]=[C:10]2[C:5]([CH:6]=[CH:7][C:8]([C@H:12]([NH:14][C:15]([C@@H:17]3[CH2:22][CH2:21][CH2:20][N:19]([C:23](=[O:34])[C@@H:24]([NH:26][C:27](=[O:33])[C@H:28]([CH:30]4[CH2:32][CH2:31]4)[OH:29])[CH3:25])[NH:18]3)=[O:16])[CH3:13])=[N:9]2)=[CH:4][CH:3]=1.[CH:35]([C:37]1([C:44]([OH:46])=[O:45])[CH2:43][O:42][CH2:41][CH2:40][O:39][CH2:38]1)=[CH2:36].C(N(CC)CC)C.C1(C)C=CC=CC=1P(C1C=CC=CC=1C)C1C=CC=CC=1C. Product: [CH:30]1([C@H:28]([OH:29])[C:27]([NH:26][C@@H:24]([CH3:25])[C:23]([N:19]2[CH2:20][CH2:21][CH2:22][C@@H:17]([C:15]([NH:14][C@@H:12]([C:8]3[CH:7]=[CH:6][C:5]4[C:10](=[CH:11][C:2](/[CH:36]=[CH:35]/[C:37]5([C:44]([OH:46])=[O:45])[CH2:43][O:42][CH2:41][CH2:40][O:39][CH2:38]5)=[CH:3][CH:4]=4)[N:9]=3)[CH3:13])=[O:16])[NH:18]2)=[O:34])=[O:33])[CH2:32][CH2:31]1. The catalyst class is: 62. (7) Reactant: CS([O:5][CH2:6][CH:7]1[CH2:16][CH2:15][C:10]2([O:14][CH2:13][CH2:12][O:11]2)[CH2:9][CH2:8]1)(=O)=O.[F:17][C:18]1[CH:23]=[C:22]([S:24]([CH3:27])(=[O:26])=[O:25])[CH:21]=[CH:20][C:19]=1O.C(=O)([O-])[O-].[Cs+].[Cs+]. Product: [F:17][C:18]1[CH:23]=[C:22]([S:24]([CH3:27])(=[O:26])=[O:25])[CH:21]=[CH:20][C:19]=1[O:5][CH2:6][CH:7]1[CH2:8][CH2:9][C:10]2([O:11][CH2:12][CH2:13][O:14]2)[CH2:15][CH2:16]1. The catalyst class is: 31.